Dataset: Peptide-MHC class I binding affinity with 185,985 pairs from IEDB/IMGT. Task: Regression. Given a peptide amino acid sequence and an MHC pseudo amino acid sequence, predict their binding affinity value. This is MHC class I binding data. (1) The peptide sequence is LELGDYKLVEI. The MHC is Mamu-B01 with pseudo-sequence Mamu-B01. The binding affinity (normalized) is 0.0603. (2) The peptide sequence is VSIINNAVY. The MHC is HLA-A01:01 with pseudo-sequence HLA-A01:01. The binding affinity (normalized) is 0.373. (3) The peptide sequence is GELDRWEKI. The MHC is HLA-B54:01 with pseudo-sequence HLA-B54:01. The binding affinity (normalized) is 0. (4) The peptide sequence is TLKYPIEHGI. The binding affinity (normalized) is 0.454. The MHC is HLA-A02:01 with pseudo-sequence HLA-A02:01. (5) The binding affinity (normalized) is 0.0847. The MHC is HLA-B07:02 with pseudo-sequence HLA-B07:02. The peptide sequence is RRRFVQNAL. (6) The MHC is HLA-B51:01 with pseudo-sequence HLA-B51:01. The peptide sequence is YPLGQGSF. The binding affinity (normalized) is 0.349.